This data is from Full USPTO retrosynthesis dataset with 1.9M reactions from patents (1976-2016). The task is: Predict the reactants needed to synthesize the given product. (1) Given the product [N:22]1([CH2:2][CH2:3][CH2:4][O:5][C:6]2[CH:11]=[CH:10][C:9]([C:12]3[N:13]=[C:14]4[CH:19]=[C:18]([CH3:20])[CH:17]=[CH:16][N:15]4[CH:21]=3)=[CH:8][CH:7]=2)[CH2:26][CH2:25][CH2:24][CH2:23]1, predict the reactants needed to synthesize it. The reactants are: Cl[CH2:2][CH2:3][CH2:4][O:5][C:6]1[CH:11]=[CH:10][C:9]([C:12]2[N:13]=[C:14]3[CH:19]=[C:18]([CH3:20])[CH:17]=[CH:16][N:15]3[CH:21]=2)=[CH:8][CH:7]=1.[NH:22]1[CH2:26][CH2:25][CH2:24][CH2:23]1. (2) Given the product [Cl:1][C:2]1[CH:3]=[CH:4][C:5]([S:8]([N:11]([CH2:20][C:21]2[CH:22]=[CH:23][C:24]([C:25]([O:27][CH3:28])=[O:26])=[CH:29][CH:30]=2)[CH:12]([CH2:13][OH:14])[CH2:17][OH:16])(=[O:10])=[O:9])=[CH:6][CH:7]=1, predict the reactants needed to synthesize it. The reactants are: [Cl:1][C:2]1[CH:7]=[CH:6][C:5]([S:8]([N:11]([CH2:20][C:21]2[CH:30]=[CH:29][C:24]([C:25]([O:27][CH3:28])=[O:26])=[CH:23][CH:22]=2)[CH:12]2[CH2:17][O:16]C(C)(C)[O:14][CH2:13]2)(=[O:10])=[O:9])=[CH:4][CH:3]=1.CO.O.CC1C=CC(S(O)(=O)=O)=CC=1.C(=O)([O-])[O-].[Na+].[Na+]. (3) Given the product [NH2:37][C:35]([C@H:30]([NH:29][C:25]([C:4]1[CH:5]=[N:6][C:7]([N:8]2[CH2:13][CH2:12][CH:11]([N:14]3[C:19]4[CH:20]=[CH:21][CH:22]=[CH:23][C:18]=4[CH2:17][O:16][C:15]3=[O:24])[CH2:10][CH2:9]2)=[C:2]([Cl:1])[CH:3]=1)=[O:27])[CH2:31][CH:32]([CH3:34])[CH3:33])=[O:36], predict the reactants needed to synthesize it. The reactants are: [Cl:1][C:2]1[CH:3]=[C:4]([C:25]([OH:27])=O)[CH:5]=[N:6][C:7]=1[N:8]1[CH2:13][CH2:12][CH:11]([N:14]2[C:19]3[CH:20]=[CH:21][CH:22]=[CH:23][C:18]=3[CH2:17][O:16][C:15]2=[O:24])[CH2:10][CH2:9]1.Cl.[NH2:29][C@@H:30]([C:35]([NH2:37])=[O:36])[CH2:31][CH:32]([CH3:34])[CH3:33]. (4) Given the product [CH3:31][N:32]([CH3:36])[C:33]([N:18]1[CH2:19][CH2:20][C:14]2([CH2:13][N:12]([CH2:11][C:9]3[S:10][C:5]4[C:4]([N:25]5[CH2:26][CH2:27][O:28][CH2:29][CH2:30]5)=[N:3][C:2]([Cl:1])=[N:7][C:6]=4[CH:8]=3)[CH2:15]2)[CH2:16][CH2:17]1)=[O:34], predict the reactants needed to synthesize it. The reactants are: [Cl:1][C:2]1[N:3]=[C:4]([N:25]2[CH2:30][CH2:29][O:28][CH2:27][CH2:26]2)[C:5]2[S:10][C:9]([CH2:11][N:12]3[CH2:15][C:14]4([CH2:20][CH2:19][N:18](S(C)(=O)=O)[CH2:17][CH2:16]4)[CH2:13]3)=[CH:8][C:6]=2[N:7]=1.[CH3:31][N:32]([CH3:36])[C:33](Cl)=[O:34]. (5) Given the product [Cl:1][C:2]1[CH:28]=[CH:27][C:5]([CH2:6][N:7]2[C:15]3[C:10](=[CH:11][C:12](/[CH:16]=[C:17]4/[C:18](=[O:26])[N:19]([CH2:23][CH2:24][N:39]5[S:38](=[O:43])(=[O:42])[N:37]([C:35]([O:34][CH3:33])=[O:36])[CH2:41][CH2:40]5)[C:20](=[O:22])[S:21]/4)=[CH:13][CH:14]=3)[CH:9]=[N:8]2)=[C:4]([C:29]([F:32])([F:31])[F:30])[CH:3]=1, predict the reactants needed to synthesize it. The reactants are: [Cl:1][C:2]1[CH:28]=[CH:27][C:5]([CH2:6][N:7]2[C:15]3[C:10](=[CH:11][C:12](/[CH:16]=[C:17]4/[C:18](=[O:26])[N:19]([CH2:23][CH2:24]O)[C:20](=[O:22])[S:21]/4)=[CH:13][CH:14]=3)[CH:9]=[N:8]2)=[C:4]([C:29]([F:32])([F:31])[F:30])[CH:3]=1.[CH3:33][O:34][C:35]([N:37]1[CH2:41][CH2:40][NH:39][S:38]1(=[O:43])=[O:42])=[O:36]. (6) Given the product [C:31]([C:30]1[CH:33]=[C:34]([F:38])[C:35]([NH:1][C:2]2[N:6]([C:7]([O:9][C:10]([CH3:11])([CH3:12])[CH3:13])=[O:8])[N:5]=[C:4]([O:14][CH:15]([CH3:17])[CH3:16])[CH:3]=2)=[N:36][C:29]=1[F:28])#[N:32], predict the reactants needed to synthesize it. The reactants are: [NH2:1][C:2]1[N:6]([C:7]([O:9][C:10]([CH3:13])([CH3:12])[CH3:11])=[O:8])[N:5]=[C:4]([O:14][CH:15]([CH3:17])[CH3:16])[CH:3]=1.[Li+].C[Si]([N-][Si](C)(C)C)(C)C.[F:28][C:29]1[N:36]=[C:35](F)[C:34]([F:38])=[CH:33][C:30]=1[C:31]#[N:32]. (7) Given the product [CH3:32][N:33]([CH3:38])[C:34](=[O:37])[CH2:35][NH:36][C:21]([NH:20][C:4]1[S:5][C:6]([C:7]2[N:8]=[C:9]([C:12]([N:14]3[CH2:15][CH2:16][O:17][CH2:18][CH2:19]3)=[O:13])[S:10][CH:11]=2)=[C:2]([CH3:1])[N:3]=1)=[O:22], predict the reactants needed to synthesize it. The reactants are: [CH3:1][C:2]1[N:3]=[C:4]([NH:20][C:21](N2C=CN=C2)=[O:22])[S:5][C:6]=1[C:7]1[N:8]=[C:9]([C:12]([N:14]2[CH2:19][CH2:18][O:17][CH2:16][CH2:15]2)=[O:13])[S:10][CH:11]=1.C(O)(=O)C.[CH3:32][N:33]([CH3:38])[C:34](=[O:37])[CH2:35][NH2:36].C(N(CC)CC)C. (8) Given the product [CH3:12][C@@H:11]1[N:13]2[C:21]3[CH:20]=[C:19]([C:22]([O:24][CH2:25][CH3:26])=[O:23])[CH:18]=[CH:17][C:16]=3[CH:15]=[C:14]2[C:27](=[O:28])[NH:8][CH2:9][CH2:10]1, predict the reactants needed to synthesize it. The reactants are: C(OC([NH:8][CH2:9][CH2:10][C@@H:11]([N:13]1[C:21]2[C:16](=[CH:17][CH:18]=[C:19]([C:22]([O:24][CH2:25][CH3:26])=[O:23])[CH:20]=2)[CH:15]=[C:14]1[C:27](OCC)=[O:28])[CH3:12])=O)(C)(C)C.C(O)(C(F)(F)F)=O.C([O-])([O-])=O.[K+].[K+].CCOC(C)=O.